This data is from Forward reaction prediction with 1.9M reactions from USPTO patents (1976-2016). The task is: Predict the product of the given reaction. (1) Given the reactants [CH3:1][O:2][C:3]1[CH:8]=[C:7]([O:9][CH3:10])[CH:6]=[CH:5][C:4]=1[S:11](Cl)(=[O:13])=[O:12].[F:15][C:16]1[CH:21]=[C:20]([F:22])[CH:19]=[CH:18][C:17]=1[C:23]1[CH:28]=[CH:27][CH:26]=[CH:25][C:24]=1[CH:29]([NH2:31])[CH3:30].C(N(CC)CC)C, predict the reaction product. The product is: [F:15][C:16]1[CH:21]=[C:20]([F:22])[CH:19]=[CH:18][C:17]=1[C:23]1[CH:28]=[CH:27][CH:26]=[CH:25][C:24]=1[CH:29]([NH:31][S:11]([C:4]1[CH:5]=[CH:6][C:7]([O:9][CH3:10])=[CH:8][C:3]=1[O:2][CH3:1])(=[O:13])=[O:12])[CH3:30]. (2) Given the reactants Br[C:2]1[CH:7]=[CH:6][C:5]([C:8]2[N:12]([CH2:13][C:14]3[CH:27]=[CH:26][C:17]([C:18]([NH:20][CH2:21][CH2:22][C:23]([OH:25])=[O:24])=[O:19])=[CH:16][CH:15]=3)[N:11]=[C:10]([C:28]3[CH:33]=[C:32]([Cl:34])[CH:31]=[C:30]([Cl:35])[CH:29]=3)[CH:9]=2)=[CH:4][CH:3]=1.[C:36]1(B(O)O)[CH:41]=[CH:40][CH:39]=[CH:38][CH:37]=1.C([O-])([O-])=O.[Na+].[Na+], predict the reaction product. The product is: [C:2]1([C:36]2[CH:41]=[CH:40][CH:39]=[CH:38][CH:37]=2)[CH:7]=[CH:6][C:5]([C:8]2[N:12]([CH2:13][C:14]3[CH:27]=[CH:26][C:17]([C:18]([NH:20][CH2:21][CH2:22][C:23]([OH:25])=[O:24])=[O:19])=[CH:16][CH:15]=3)[N:11]=[C:10]([C:28]3[CH:33]=[C:32]([Cl:34])[CH:31]=[C:30]([Cl:35])[CH:29]=3)[CH:9]=2)=[CH:4][CH:3]=1.